From a dataset of Forward reaction prediction with 1.9M reactions from USPTO patents (1976-2016). Predict the product of the given reaction. (1) The product is: [C:11]1([O:10][CH2:9][CH2:8][S:21]([O-:24])(=[O:23])=[O:22])[CH:16]=[CH:15][C:14]([O:17][CH2:2][CH2:1][S:3]([O-:6])(=[O:5])=[O:4])=[CH:13][CH:12]=1.[Na+:25].[Na+:25]. Given the reactants [CH2:1]([S:3]([O-:6])(=[O:5])=[O:4])[CH3:2].Br[CH2:8][CH2:9][O:10][C:11]1[CH:16]=[CH:15][C:14]([O:17]CCBr)=[CH:13][CH:12]=1.[S:21]([O-:24])([O-:23])=[O:22].[Na+:25].[Na+].O, predict the reaction product. (2) Given the reactants [OH-:1].[K+].[CH3:3][N:4]([CH3:13])[CH2:5][CH2:6][CH2:7][NH:8][C:9](=[O:12])[CH:10]=[CH2:11].[CH2:14]([OH:16])[CH3:15], predict the reaction product. The product is: [C:14]([CH2:15][CH2:13][N:4]([CH3:3])[CH2:5][CH2:6][CH2:7][NH:8][C:9](=[O:12])[CH:10]=[CH2:11])([OH:1])=[O:16]. (3) Given the reactants [Cl:1][C:2]1[C:10]([OH:11])=[CH:9][C:8]([C:12]2[N:13]([C:28]([O:30][C:31]([CH3:34])([CH3:33])[CH3:32])=[O:29])[C:14]3[C:19]([CH:20]=2)=[CH:18][C:17]([CH2:21][N:22]2[CH2:27][CH2:26][CH2:25][CH2:24][CH2:23]2)=[CH:16][CH:15]=3)=[C:7]2[C:3]=1[CH2:4][NH:5][C:6]2=[O:35].C(=O)([O-])[O-].[Cs+].[Cs+].Cl.[N:43]1[CH:48]=[CH:47][CH:46]=[C:45]([CH2:49]Cl)[CH:44]=1.O, predict the reaction product. The product is: [Cl:1][C:2]1[C:10]([O:11][CH2:49][C:45]2[CH:44]=[N:43][CH:48]=[CH:47][CH:46]=2)=[CH:9][C:8]([C:12]2[N:13]([C:28]([O:30][C:31]([CH3:32])([CH3:34])[CH3:33])=[O:29])[C:14]3[C:19]([CH:20]=2)=[CH:18][C:17]([CH2:21][N:22]2[CH2:27][CH2:26][CH2:25][CH2:24][CH2:23]2)=[CH:16][CH:15]=3)=[C:7]2[C:3]=1[CH2:4][NH:5][C:6]2=[O:35]. (4) Given the reactants Br[C:2]1[N:3]=[CH:4][C:5]([NH:8][C:9](=[O:28])[C@@H:10]([C:17]2[CH:22]=[CH:21][C:20]([S:23]([CH3:26])(=[O:25])=[O:24])=[C:19]([Cl:27])[CH:18]=2)[CH2:11][CH:12]2[CH2:16][CH2:15][CH2:14][CH2:13]2)=[N:6][CH:7]=1.C(N(CC)C(C)C)(C)C.[C:38]([C:40]1([OH:46])[CH2:45][CH2:44][O:43][CH2:42][CH2:41]1)#[CH:39], predict the reaction product. The product is: [Cl:27][C:19]1[CH:18]=[C:17]([C@@H:10]([CH2:11][CH:12]2[CH2:16][CH2:15][CH2:14][CH2:13]2)[C:9]([NH:8][C:5]2[CH:4]=[N:3][C:2]([C:39]#[C:38][C:40]3([OH:46])[CH2:45][CH2:44][O:43][CH2:42][CH2:41]3)=[CH:7][N:6]=2)=[O:28])[CH:22]=[CH:21][C:20]=1[S:23]([CH3:26])(=[O:25])=[O:24]. (5) Given the reactants Cl[C:2]1[C:3]2[N:4]([CH:18]=[CH:19][N:20]=2)[CH:5]=[C:6]([C:10]2[CH:15]=[CH:14][C:13]([Cl:16])=[CH:12][C:11]=2[Cl:17])[C:7]=1[C:8]#[N:9].[N-:21]=[N+:22]=[N-:23].[Na+].CCOC(C)=O, predict the reaction product. The product is: [N:21]([C:2]1[C:3]2[N:4]([CH:18]=[CH:19][N:20]=2)[CH:5]=[C:6]([C:10]2[CH:15]=[CH:14][C:13]([Cl:16])=[CH:12][C:11]=2[Cl:17])[C:7]=1[C:8]#[N:9])=[N+:22]=[N-:23]. (6) Given the reactants [F:1][C:2]1[CH:8]=[C:7]([F:9])[CH:6]=[CH:5][C:3]=1[NH2:4].Cl.[Br:11][C:12]1[CH:13]=[C:14]([S:18](Cl)(=[O:20])=[O:19])[CH:15]=[N:16][CH:17]=1, predict the reaction product. The product is: [Br:11][C:12]1[CH:13]=[C:14]([S:18]([NH:4][C:3]2[CH:5]=[CH:6][C:7]([F:9])=[CH:8][C:2]=2[F:1])(=[O:20])=[O:19])[CH:15]=[N:16][CH:17]=1. (7) Given the reactants NC1C=C(C2C=C3[C:14](=CC=2)[N:13](C)[C:12](=[O:18])[CH2:11]3)C=NC=1.C(N(C(C)C)CC)(C)C.C(Cl)(=O)C(C)C.CN1[C:43]2[C:38](=[CH:39][C:40]([C:44]3[CH:45]=[C:46]([NH:50][C:51](=[O:55])[CH:52]([CH3:54])[CH3:53])[CH:47]=[N:48][CH:49]=3)=[CH:41][CH:42]=2)CC1=O, predict the reaction product. The product is: [CH3:14][N:13]1[C:38]2[C:43](=[CH:42][CH:41]=[C:40]([C:44]3[CH:45]=[C:46]([NH:50][C:51](=[O:55])[CH:52]([CH3:53])[CH3:54])[CH:47]=[N:48][CH:49]=3)[CH:39]=2)[CH2:11][C:12]1=[O:18]. (8) Given the reactants C(=O)([O-])[O-].[K+].[K+].[OH:7][C:8]1[CH:9]=[C:10]([CH:22]=[CH:23][CH:24]=1)[O:11][C:12]1[CH:13]=[C:14]([C:20]#[N:21])[CH:15]=[C:16]([CH:19]=1)[C:17]#[N:18].[Cl:25][C:26]1[N:31]=[C:30](Cl)[CH:29]=[CH:28][N:27]=1.C(OCC)(=O)C, predict the reaction product. The product is: [Cl:25][C:26]1[N:31]=[C:30]([O:7][C:8]2[CH:9]=[C:10]([CH:22]=[CH:23][CH:24]=2)[O:11][C:12]2[CH:19]=[C:16]([C:17]#[N:18])[CH:15]=[C:14]([CH:13]=2)[C:20]#[N:21])[CH:29]=[CH:28][N:27]=1. (9) Given the reactants [CH:1]1[C:6]2[S:7][CH2:8][CH2:9][CH2:10][O:11][C:5]=2[CH:4]=[CH:3][CH:2]=1.CN(C)CCN(C)C.C([Li])CCC.[C:25]([O:28]CC)(=[O:27])C, predict the reaction product. The product is: [CH:1]1[C:6]2[S:7][CH2:8][CH2:9][CH2:10][O:11][C:5]=2[C:4]([C:25]([OH:28])=[O:27])=[CH:3][CH:2]=1. (10) The product is: [Cl:16][C:17]1[CH:22]=[CH:21][C:20]([CH2:23][CH:12]2[CH2:13][CH2:14][N:10]([CH3:9])[C:11]2=[O:15])=[CH:19][N:18]=1. Given the reactants C([N-]C(C)C)(C)C.[Li+].[CH3:9][N:10]1[CH2:14][CH2:13][CH2:12][C:11]1=[O:15].[Cl:16][C:17]1[CH:22]=[CH:21][C:20]([CH2:23]Cl)=[CH:19][N:18]=1.CO, predict the reaction product.